From a dataset of Reaction yield outcomes from USPTO patents with 853,638 reactions. Predict the reaction yield, written as a fraction of the theoretical maximum amount of product (1.0 means a 100% yield; for example, 0.34 means a 34% yield). The reactants are N[C:2]1[CH:7]=[CH:6][C:5]([CH:8]([CH3:14])[C:9]([O:11][CH2:12][CH3:13])=[O:10])=[CH:4][C:3]=1[O:15][CH3:16].O.C1(C)C=CC(S(O)(=O)=O)=CC=1.N([O-])=O.[Na+].[I-:33].[K+]. The catalyst is C(#N)C.O.C(OCC)(=O)C. The product is [I:33][C:2]1[CH:7]=[CH:6][C:5]([CH:8]([CH3:14])[C:9]([O:11][CH2:12][CH3:13])=[O:10])=[CH:4][C:3]=1[O:15][CH3:16]. The yield is 0.700.